This data is from NCI-60 drug combinations with 297,098 pairs across 59 cell lines. The task is: Regression. Given two drug SMILES strings and cell line genomic features, predict the synergy score measuring deviation from expected non-interaction effect. (1) Drug 1: CS(=O)(=O)C1=CC(=C(C=C1)C(=O)NC2=CC(=C(C=C2)Cl)C3=CC=CC=N3)Cl. Drug 2: C1CN(CCN1C(=O)CCBr)C(=O)CCBr. Cell line: NCI/ADR-RES. Synergy scores: CSS=10.3, Synergy_ZIP=-6.00, Synergy_Bliss=-4.31, Synergy_Loewe=-4.49, Synergy_HSA=-3.06. (2) Drug 1: CNC(=O)C1=NC=CC(=C1)OC2=CC=C(C=C2)NC(=O)NC3=CC(=C(C=C3)Cl)C(F)(F)F. Drug 2: CC(C)CN1C=NC2=C1C3=CC=CC=C3N=C2N. Cell line: HS 578T. Synergy scores: CSS=7.57, Synergy_ZIP=0.211, Synergy_Bliss=3.19, Synergy_Loewe=2.77, Synergy_HSA=3.11. (3) Drug 1: CCC(=C(C1=CC=CC=C1)C2=CC=C(C=C2)OCCN(C)C)C3=CC=CC=C3.C(C(=O)O)C(CC(=O)O)(C(=O)O)O. Drug 2: CC(C)(C#N)C1=CC(=CC(=C1)CN2C=NC=N2)C(C)(C)C#N. Cell line: RXF 393. Synergy scores: CSS=9.70, Synergy_ZIP=-2.49, Synergy_Bliss=-0.762, Synergy_Loewe=-0.627, Synergy_HSA=-2.96.